Dataset: Full USPTO retrosynthesis dataset with 1.9M reactions from patents (1976-2016). Task: Predict the reactants needed to synthesize the given product. Given the product [ClH:1].[Cl:1][C:2]1[CH:3]=[C:4]([F:19])[CH:5]=[C:6]2[C:10]=1[NH:9][C:8](=[O:11])[C:7]2([CH2:14][CH2:15][CH2:16][CH2:17][N:30]1[CH2:29][CH2:28][N:27]([C:24]2[CH:23]=[CH:22][C:21]([Cl:20])=[CH:26][CH:25]=2)[CH2:32][CH2:31]1)[CH2:12][CH3:13], predict the reactants needed to synthesize it. The reactants are: [Cl:1][C:2]1[CH:3]=[C:4]([F:19])[CH:5]=[C:6]2[C:10]=1[NH:9][C:8](=[O:11])[C:7]2([CH2:14][CH2:15][CH2:16][CH2:17]Cl)[CH2:12][CH3:13].[Cl:20][C:21]1[CH:26]=[CH:25][C:24]([N:27]2[CH2:32][CH2:31][NH:30][CH2:29][CH2:28]2)=[CH:23][CH:22]=1.